From a dataset of Catalyst prediction with 721,799 reactions and 888 catalyst types from USPTO. Predict which catalyst facilitates the given reaction. (1) Reactant: [OH-].[K+].[CH2:3]([OH:10])[C:4]1[CH:9]=[CH:8][CH:7]=[CH:6][CH:5]=1.Cl[CH2:12][C:13]([OH:15])=[O:14].O. Product: [CH2:3]([O:10][CH2:12][C:13]([OH:15])=[O:14])[C:4]1[CH:9]=[CH:8][CH:7]=[CH:6][CH:5]=1. The catalyst class is: 680. (2) Reactant: [Br:1][C:2]1[CH:9]=[CH:8][C:5]([CH:6]=[O:7])=[CH:4][C:3]=1[CH2:10][CH3:11].[BH4-].[Na+]. Product: [Br:1][C:2]1[CH:9]=[CH:8][C:5]([CH2:6][OH:7])=[CH:4][C:3]=1[CH2:10][CH3:11]. The catalyst class is: 1. (3) Reactant: [CH:1]1([NH:5][C:6]([C@@H:8]2[CH2:12][CH2:11][CH2:10][N:9]2[C:13](=[O:30])[CH2:14][O:15][C:16]2[N:20]([C:21]3[CH:26]=[CH:25][CH:24]=[CH:23][CH:22]=3)[N:19]=[C:18]([C:27](O)=[O:28])[CH:17]=2)=[O:7])[CH2:4][CH2:3][CH2:2]1.CN(C(ON1N=NC2C=CC=NC1=2)=[N+](C)C)C.F[P-](F)(F)(F)(F)F.CCN(C(C)C)C(C)C.[CH2:64]([O:67][C:68]([N:70]1[CH2:75][CH2:74][N:73]([C:76](=[O:82])[CH:77]([NH2:81])[CH:78]([F:80])[CH3:79])[CH2:72][CH2:71]1)=[O:69])[CH2:65][CH3:66].C([O-])(O)=O.[Na+]. Product: [CH2:64]([O:67][C:68]([N:70]1[CH2:75][CH2:74][N:73]([C:76](=[O:82])[CH:77]([NH:81][C:27]([C:18]2[CH:17]=[C:16]([O:15][CH2:14][C:13]([N:9]3[CH2:10][CH2:11][CH2:12][C@H:8]3[C:6](=[O:7])[NH:5][CH:1]3[CH2:4][CH2:3][CH2:2]3)=[O:30])[N:20]([C:21]3[CH:26]=[CH:25][CH:24]=[CH:23][CH:22]=3)[N:19]=2)=[O:28])[CH:78]([F:80])[CH3:79])[CH2:72][CH2:71]1)=[O:69])[CH2:65][CH3:66]. The catalyst class is: 3. (4) Reactant: Cl.[NH2:2][CH2:3][CH:4]([C:8]1[CH:13]=[CH:12][CH:11]=[CH:10][C:9]=1[F:14])[C:5]([OH:7])=[O:6].C[O:16][C:17]([C:19]1[N:20]=[CH:21][C:22]2[C:27]([C:28]=1[OH:29])=[CH:26][CH:25]=[C:24]([O:30][C:31]1[CH:36]=[CH:35][CH:34]=[CH:33][CH:32]=1)[CH:23]=2)=O.C1CCN2[C:40](=[N:41]CCC2)CC1. Product: [C:40]([C:21]1[C:22]2[C:27](=[CH:26][CH:25]=[C:24]([O:30][C:31]3[CH:32]=[CH:33][CH:34]=[CH:35][CH:36]=3)[CH:23]=2)[C:28]([OH:29])=[C:19]([C:17]([NH:2][CH2:3][CH:4]([C:8]2[CH:13]=[CH:12][CH:11]=[CH:10][C:9]=2[F:14])[C:5]([OH:7])=[O:6])=[O:16])[N:20]=1)#[N:41]. The catalyst class is: 44. (5) Reactant: CC1C=CC(S(O[CH2:12][C:13]2([C:36]3[CH:41]=[CH:40][C:39]([Cl:42])=[C:38]([Cl:43])[CH:37]=3)[CH2:18][CH2:17][CH2:16][N:15]3[C:19]([C:22]4[CH:27]=[CH:26][C:25]([C:28]5[O:32][C:31]([CH3:33])=[N:30][CH:29]=5)=[C:24]([O:34][CH3:35])[CH:23]=4)=[N:20][N:21]=[C:14]23)(=O)=O)=CC=1.[N-:44]=[N+]=[N-].[Na+].O. Product: [Cl:43][C:38]1[CH:37]=[C:36]([C:13]2([CH2:12][NH2:44])[CH2:18][CH2:17][CH2:16][N:15]3[C:19]([C:22]4[CH:27]=[CH:26][C:25]([C:28]5[O:32][C:31]([CH3:33])=[N:30][CH:29]=5)=[C:24]([O:34][CH3:35])[CH:23]=4)=[N:20][N:21]=[C:14]23)[CH:41]=[CH:40][C:39]=1[Cl:42]. The catalyst class is: 16. (6) Reactant: [F:1][C:2]([F:19])([F:18])[C:3]1[CH:4]=[CH:5][CH:6]=[C:7]2[C:12]=1[N:11]=[CH:10][CH:9]=[C:8]2[O:13][CH2:14][C:15]([OH:17])=O.C(Cl)(=O)C(Cl)=O.[CH:26]1[C:31]([NH2:32])=[CH:30][CH:29]=[C:28]([S:33]([NH:36][C:37]2[S:41][CH:40]=[CH:39][N:38]=2)(=[O:35])=[O:34])[CH:27]=1.N1C=CC=CC=1. Product: [S:41]1[CH:40]=[CH:39][N:38]=[C:37]1[NH:36][S:33]([C:28]1[CH:27]=[CH:26][C:31]([NH:32][C:15](=[O:17])[CH2:14][O:13][C:8]2[C:7]3[C:12](=[C:3]([C:2]([F:1])([F:19])[F:18])[CH:4]=[CH:5][CH:6]=3)[N:11]=[CH:10][CH:9]=2)=[CH:30][CH:29]=1)(=[O:35])=[O:34]. The catalyst class is: 2. (7) Reactant: [Cl:1][C:2]1[CH:7]=[CH:6][CH:5]=[C:4]([Cl:8])[C:3]=1[C:9](=O)[C:10](=[N:18]O)[C:11](=O)[C:12]([O:14][CH2:15][CH3:16])=[O:13].Cl.[CH3:22][NH:23][NH2:24]. Product: [NH2:18][C:10]1[C:11]([C:12]([O:14][CH2:15][CH3:16])=[O:13])=[N:24][N:23]([CH3:22])[C:9]=1[C:3]1[C:2]([Cl:1])=[CH:7][CH:6]=[CH:5][C:4]=1[Cl:8]. The catalyst class is: 5.